Dataset: Full USPTO retrosynthesis dataset with 1.9M reactions from patents (1976-2016). Task: Predict the reactants needed to synthesize the given product. (1) The reactants are: [ClH:1].Cl.[CH3:3][C:4]1[CH:5]=[C:6]2[C@:13]3([CH:18]=[CH:17][CH2:16][NH:15][CH2:14]3)[C:12](=[O:19])[NH:11][C:7]2=[N:8][C:9]=1[CH3:10].Cl. Given the product [ClH:1].[CH3:3][C:4]1[CH:5]=[C:6]2[C@:13]3([CH:18]=[CH:17][CH2:16][NH:15][CH2:14]3)[C:12](=[O:19])[NH:11][C:7]2=[N:8][C:9]=1[CH3:10], predict the reactants needed to synthesize it. (2) Given the product [CH3:1][C:2]1([NH:5][C:6]2[N:11]=[C:10]([S:12][CH3:13])[C:9]([C:14]([NH2:15])=[O:16])=[CH:8][N:7]=2)[CH2:4][CH2:3]1, predict the reactants needed to synthesize it. The reactants are: [CH3:1][C:2]1([NH:5][C:6]2[N:11]=[C:10]([S:12][CH3:13])[C:9]([C:14]#[N:15])=[CH:8][N:7]=2)[CH2:4][CH2:3]1.[OH-:16].[Na+].OO. (3) Given the product [Cl:1][C:2]1[N:3]([C:18]2[CH:19]=[CH:20][C:15]([CH:13]=[CH2:14])=[CH:16][CH:17]=2)[C:4]2[C:9]([C:10]=1[CH:11]=[O:12])=[CH:8][CH:7]=[CH:6][CH:5]=2, predict the reactants needed to synthesize it. The reactants are: [Cl:1][C:2]1[NH:3][C:4]2[C:9]([C:10]=1[CH:11]=[O:12])=[CH:8][CH:7]=[CH:6][CH:5]=2.[CH:13]([C:15]1[CH:20]=[CH:19][C:18](B(O)O)=[CH:17][CH:16]=1)=[CH2:14].